This data is from Forward reaction prediction with 1.9M reactions from USPTO patents (1976-2016). The task is: Predict the product of the given reaction. (1) Given the reactants [Cl:1][C:2]1[CH:10]=[CH:9][C:8]2[NH:7][C:6]3[CH2:11][CH2:12][N:13]([CH3:15])[CH2:14][C:5]=3[C:4]=2[CH:3]=1.[F:16][C:17]([F:27])([F:26])[C:18]1[N:23]=[CH:22][C:21]([CH:24]=[CH2:25])=[CH:20][N:19]=1.[OH-].[K+], predict the reaction product. The product is: [Cl:1][C:2]1[CH:10]=[CH:9][C:8]2[N:7]([CH2:25][CH2:24][C:21]3[CH:22]=[N:23][C:18]([C:17]([F:26])([F:16])[F:27])=[N:19][CH:20]=3)[C:6]3[CH2:11][CH2:12][N:13]([CH3:15])[CH2:14][C:5]=3[C:4]=2[CH:3]=1. (2) Given the reactants N/[C:2](=[CH:5]\[CH3:6])/[C:3]#[N:4].[ClH:7].Cl.[NH:9]([C:11]1[CH:12]=[N:13][CH:14]=[CH:15][CH:16]=1)[NH2:10].Cl, predict the reaction product. The product is: [ClH:7].[ClH:7].[CH3:6][C:5]1[CH:2]=[C:3]([NH2:4])[N:9]([C:11]2[CH:12]=[N:13][CH:14]=[CH:15][CH:16]=2)[N:10]=1. (3) Given the reactants [Br:1][C:2]1[CH:3]=[C:4]2[C:9](=[CH:10][CH:11]=1)[CH:8]=[N:7][C:6]([NH2:12])=[CH:5]2.[CH3:13]OC(OC)N(C)C.C(O[BH-](OC(=O)C)OC(=O)C)(=O)C.[Na+], predict the reaction product. The product is: [Br:1][C:2]1[CH:3]=[C:4]2[C:9](=[CH:10][CH:11]=1)[CH:8]=[N:7][C:6]([NH:12][CH3:13])=[CH:5]2. (4) Given the reactants O[CH2:2][C:3]1([S:6]([NH:9][C:10](=[O:16])[O:11][C:12]([CH3:15])([CH3:14])[CH3:13])(=[O:8])=[O:7])[CH2:5][CH2:4]1.C(N(S(F)(F)[F:23])CC)C, predict the reaction product. The product is: [C:12]([O:11][C:10](=[O:16])[NH:9][S:6]([C:3]1([CH2:2][F:23])[CH2:5][CH2:4]1)(=[O:8])=[O:7])([CH3:15])([CH3:14])[CH3:13]. (5) Given the reactants C(OC([NH:8][C@@H:9]([C:31]([O:33]C(C)(C)C)=[O:32])[CH2:10][C@@H:11]([CH2:19][C:20]1[CH:25]=[CH:24][C:23]([O:26][CH2:27][CH2:28][CH2:29][F:30])=[CH:22][CH:21]=1)[C:12]([O:14]C(C)(C)C)=[O:13])=O)(C)(C)C, predict the reaction product. The product is: [F:30][CH2:29][CH2:28][CH2:27][O:26][C:23]1[CH:24]=[CH:25][C:20]([CH2:19][C@@H:11]([C:12]([OH:14])=[O:13])[CH2:10][C@H:9]([C:31]([OH:33])=[O:32])[NH2:8])=[CH:21][CH:22]=1. (6) The product is: [Cl:14][C:4]1[C:5]2[S:10][CH:9]=[CH:8][C:6]=2[N:7]=[C:2]([CH3:1])[N:3]=1. Given the reactants [CH3:1][C:2]1[N:3]=[C:4](O)[C:5]2[S:10][CH:9]=[CH:8][C:6]=2[N:7]=1.O=P(Cl)(Cl)[Cl:14], predict the reaction product. (7) Given the reactants [CH2:1]([O:3][C:4]([C:6]1[C:7]2[CH:18]=[C:17](CC3C=CC=CC=3)[CH:16]=[C:15]([OH:26])[C:8]=2[S:9][C:10]=1[NH:11]C(=O)C)=[O:5])[CH3:2].OS(O)(=O)=O, predict the reaction product. The product is: [CH2:1]([O:3][C:4]([C:6]1[C:7]2[CH:18]=[CH:17][C:16]([CH2:6][C:7]3[CH:18]=[CH:17][CH:16]=[CH:15][CH:8]=3)=[C:15]([OH:26])[C:8]=2[S:9][C:10]=1[NH2:11])=[O:5])[CH3:2]. (8) The product is: [ClH:34].[N:1]1([C:10]2[CH:27]=[CH:26][C:13]([CH2:14][N:16]3[CH2:20][CH2:19][C@H:18]([N:21]4[CH2:25][CH2:24][CH2:23][CH2:22]4)[CH2:17]3)=[CH:12][CH:11]=2)[C:5]2[CH:6]=[CH:7][CH:8]=[CH:9][C:4]=2[N:3]=[CH:2]1. Given the reactants [N:1]1([C:10]2[CH:27]=[CH:26][C:13]([C:14]([N:16]3[CH2:20][CH2:19][C@H:18]([N:21]4[CH2:25][CH2:24][CH2:23][CH2:22]4)[CH2:17]3)=O)=[CH:12][CH:11]=2)[C:5]2[CH:6]=[CH:7][CH:8]=[CH:9][C:4]=2[N:3]=[CH:2]1.B.C1COCC1.[ClH:34].CCOCC, predict the reaction product.